From a dataset of Full USPTO retrosynthesis dataset with 1.9M reactions from patents (1976-2016). Predict the reactants needed to synthesize the given product. (1) Given the product [OH:1][C:2]1[C:7](=[O:8])[N:6]2[CH2:15][C@H:11]3[O:10][C@@H:9]([C:5]2=[N:4][C:3]=1[C:17]([O:19][CH2:20][CH3:21])=[O:18])[CH2:14][CH2:13][CH2:12]3, predict the reactants needed to synthesize it. The reactants are: [OH:1][C:2]1[C:7](=[O:8])[NH:6][C:5]([C@@H:9]2[CH2:14][CH2:13][CH2:12][C@@H:11]([CH2:15]O)[O:10]2)=[N:4][C:3]=1[C:17]([O:19][CH2:20][CH3:21])=[O:18].CS(Cl)(=O)=O.C(N(C(C)C)CC)(C)C.C([O-])([O-])=O.[K+].[K+]. (2) The reactants are: C1C2C(O[C:15]([N:17](C)[C@@H:18]([CH3:49])[C:19]([NH:21][C:22]3[CH:48]=[CH:47][C:25]([CH2:26][C@@H:27]4[CH2:31][CH2:30][C@H:29]([C@H:32]([OH:39])[C:33]5[CH:34]=[N:35][CH:36]=[CH:37][CH:38]=5)[N:28]4[C:40]([O:42][C:43]([CH3:46])([CH3:45])[CH3:44])=[O:41])=[CH:24][CH:23]=3)=[O:20])=O)C3C(=CC=CC=3)C=2C=CC=1.N1CCCCC1. Given the product [OH:39][C@H:32]([C:33]1[CH:34]=[N:35][CH:36]=[CH:37][CH:38]=1)[C@H:29]1[CH2:30][CH2:31][C@@H:27]([CH2:26][C:25]2[CH:47]=[CH:48][C:22]([NH:21][C:19](=[O:20])[C@@H:18]([NH:17][CH3:15])[CH3:49])=[CH:23][CH:24]=2)[N:28]1[C:40]([O:42][C:43]([CH3:46])([CH3:44])[CH3:45])=[O:41], predict the reactants needed to synthesize it. (3) Given the product [F:1][C:2]([F:40])([F:39])[C:3]1[CH:4]=[C:5]([CH:32]=[C:33]([C:35]([F:38])([F:37])[F:36])[CH:34]=1)[CH2:6][N:7]1[CH2:14][CH2:13][CH2:12][N:11]([CH3:15])[C:10]2[N:16]=[C:17]([N:41]3[CH2:46][CH2:45][O:44][CH2:43][CH2:42]3)[N:18]=[C:19]([C:20]3[CH:25]=[CH:24][CH:23]=[CH:22][C:21]=3[CH3:26])[C:9]=2[C:8]1=[O:31], predict the reactants needed to synthesize it. The reactants are: [F:1][C:2]([F:40])([F:39])[C:3]1[CH:4]=[C:5]([CH:32]=[C:33]([C:35]([F:38])([F:37])[F:36])[CH:34]=1)[CH2:6][N:7]1[CH2:14][CH2:13][CH2:12][N:11]([CH3:15])[C:10]2[N:16]=[C:17](S(C)(=O)=O)[N:18]=[C:19]([C:20]3[CH:25]=[CH:24][CH:23]=[CH:22][C:21]=3[CH3:26])[C:9]=2[C:8]1=[O:31].[NH:41]1[CH2:46][CH2:45][O:44][CH2:43][CH2:42]1. (4) Given the product [OH:1][CH:2]([CH2:6][CH2:7][S:8][CH3:9])[C:3]([O:5][CH:38]([CH2:39][CH2:40][S:31][CH3:28])[C:37](=[O:36])[O:24][CH2:10][CH2:11][CH2:12][CH2:13][CH2:14][CH2:15][CH2:16][CH2:17][CH2:18][CH2:19][CH2:20][CH2:21][CH2:22][CH3:23])=[O:4], predict the reactants needed to synthesize it. The reactants are: [OH:1][CH:2]([CH2:6][CH2:7][S:8][CH3:9])[C:3]([OH:5])=[O:4].[CH2:10]([OH:24])[CH2:11][CH2:12][CH2:13][CH2:14][CH2:15][CH2:16][CH2:17][CH2:18][CH2:19][CH2:20][CH2:21][CH2:22][CH3:23].C1(C)C=C[C:28]([S:31](O)(=O)=O)=CC=1.[OH2:36].[C:37]1(C)C=C[CH:40]=[CH:39][CH:38]=1. (5) Given the product [C:22]([NH:10][C:9]1[C:2]([Cl:1])=[CH:3][C:4]([C:5]#[N:6])=[CH:7][C:8]=1[Cl:11])(=[O:24])[CH3:23], predict the reactants needed to synthesize it. The reactants are: [Cl:1][C:2]1[CH:3]=[C:4]([CH:7]=[C:8]([Cl:11])[C:9]=1[NH2:10])[C:5]#[N:6].C[Si]([N-][Si](C)(C)C)(C)C.[Na+].[C:22](Cl)(=[O:24])[CH3:23].Cl.